The task is: Predict the reaction yield, written as a fraction of the theoretical maximum amount of product (1.0 means a 100% yield; for example, 0.34 means a 34% yield).. This data is from Reaction yield outcomes from USPTO patents with 853,638 reactions. The reactants are [CH3:1][O:2][C:3]1[CH:4]=[CH:5][C:6]([NH2:9])=[N:7][CH:8]=1.[N:10]([C:13]([O:15][CH2:16][CH3:17])=[O:14])=[C:11]=[S:12]. The catalyst is CS(C)=O.O. The product is [CH3:1][O:2][C:3]1[CH:4]=[CH:5][C:6]([NH:9][C:11]([NH:10][C:13](=[O:14])[O:15][CH2:16][CH3:17])=[S:12])=[N:7][CH:8]=1. The yield is 0.620.